From a dataset of Reaction yield outcomes from USPTO patents with 853,638 reactions. Predict the reaction yield, written as a fraction of the theoretical maximum amount of product (1.0 means a 100% yield; for example, 0.34 means a 34% yield). The catalyst is C(OCC)(=O)CC. The reactants are [CH3:1][N:2]1[C:10]2[CH:9]=[CH:8][N:7]=[CH:6][C:5]=2[N:4]=[C:3]1[CH:11]=O.[F:13][C:14]1[CH:31]=[CH:30][C:17](/[CH:18]=[N:19]/[C:20]2[CH:28]=[CH:27][CH:26]=[C:25]3[C:21]=2[CH2:22][O:23][C:24]3=[O:29])=[CH:16][CH:15]=1.[CH2:32]([OH:34])[CH3:33]. The yield is 0.140. The product is [F:13][C:14]1[CH:15]=[CH:16][C:17]([CH:18]2[CH:11]([C:3]3[N:2]([CH3:1])[C:10]4[CH:9]=[CH:8][N:7]=[CH:6][C:5]=4[N:4]=3)[C:32](=[O:34])[C:33]3[C:25]([C:24]([O:23][CH2:22][CH3:21])=[O:29])=[CH:26][CH:27]=[CH:28][C:20]=3[NH:19]2)=[CH:30][CH:31]=1.